Dataset: Catalyst prediction with 721,799 reactions and 888 catalyst types from USPTO. Task: Predict which catalyst facilitates the given reaction. (1) Reactant: [Br:1][C:2]1[CH:3]=[C:4]2[C:9](=[CH:10][CH:11]=1)[C:8](=[O:12])[NH:7][C:6](=[O:13])/[C:5]/2=[CH:14]/OC.[CH3:17][N:18]([CH3:31])[CH2:19][CH2:20][CH2:21][N:22]([CH3:30])[C:23]1[CH:28]=[CH:27][C:26]([NH2:29])=[CH:25][CH:24]=1.C(O)(C(F)(F)F)=O.C(N(CC)CC)C. Product: [Br:1][C:2]1[CH:3]=[C:4]2[C:9](=[CH:10][CH:11]=1)[C:8](=[O:12])[NH:7][C:6](=[O:13])/[C:5]/2=[CH:14]\[NH:29][C:26]1[CH:25]=[CH:24][C:23]([N:22]([CH2:21][CH2:20][CH2:19][N:18]([CH3:17])[CH3:31])[CH3:30])=[CH:28][CH:27]=1. The catalyst class is: 9. (2) Reactant: [OH:1][CH:2]([C:5]1[CH:10]=[C:9]([C:11]([F:14])([F:13])[F:12])[CH:8]=[CH:7][C:6]=1[N:15]1[CH2:20][CH2:19][O:18][C:17]2[CH:21]=[C:22]([S:25]([N:28]([CH2:34][C:35]3[CH:40]=[CH:39][C:38]([O:41][CH3:42])=[CH:37][CH:36]=3)[C:29]3[S:30][CH:31]=[CH:32][N:33]=3)(=[O:27])=[O:26])[CH:23]=[CH:24][C:16]1=2)CO.I([O-])(=O)(=O)=O.[Na+].CO.[BH4-].[Na+]. Product: [CH:2]([C:5]1[CH:10]=[C:9]([C:11]([F:12])([F:14])[F:13])[CH:8]=[CH:7][C:6]=1[N:15]1[CH2:20][CH2:19][O:18][C:17]2[CH:21]=[C:22]([S:25]([N:28]([CH2:34][C:35]3[CH:36]=[CH:37][C:38]([O:41][CH3:42])=[CH:39][CH:40]=3)[C:29]3[S:30][CH:31]=[CH:32][N:33]=3)(=[O:26])=[O:27])[CH:23]=[CH:24][C:16]1=2)=[O:1]. The catalyst class is: 20. (3) Reactant: [NH2:1][C:2]1[S:3][C:4]2[CH:10]=[CH:9][CH:8]=[CH:7][C:5]=2[N:6]=1.Cl[C:12]([O:14][C:15]1[CH:20]=[CH:19][C:18]([N+:21]([O-:23])=[O:22])=[CH:17][CH:16]=1)=[O:13].N1C=CC=CC=1. Product: [S:3]1[C:4]2[CH:10]=[CH:9][CH:8]=[CH:7][C:5]=2[N:6]=[C:2]1[NH:1][C:12](=[O:13])[O:14][C:15]1[CH:16]=[CH:17][C:18]([N+:21]([O-:23])=[O:22])=[CH:19][CH:20]=1. The catalyst class is: 2. (4) Reactant: [Na].[CH2:2]([OH:5])[CH2:3][OH:4].F[C:7]1[CH:14]=[CH:13][C:10]([C:11]#[N:12])=[CH:9][C:8]=1[N+:15]([O-:17])=[O:16]. The catalyst class is: 7. Product: [OH:4][CH2:3][CH2:2][O:5][C:7]1[CH:14]=[CH:13][C:10]([C:11]#[N:12])=[CH:9][C:8]=1[N+:15]([O-:17])=[O:16].